Task: Regression. Given a peptide amino acid sequence and an MHC pseudo amino acid sequence, predict their binding affinity value. This is MHC class I binding data.. Dataset: Peptide-MHC class I binding affinity with 185,985 pairs from IEDB/IMGT (1) The peptide sequence is WLKEKHEEL. The MHC is BoLA-HD6 with pseudo-sequence BoLA-HD6. The binding affinity (normalized) is 0.464. (2) The peptide sequence is ELPYVGDTSM. The MHC is HLA-A02:01 with pseudo-sequence HLA-A02:01. The binding affinity (normalized) is 0.122. (3) The peptide sequence is ILRNPGYAL. The binding affinity (normalized) is 0.0847. The MHC is HLA-A80:01 with pseudo-sequence HLA-A80:01.